From a dataset of Catalyst prediction with 721,799 reactions and 888 catalyst types from USPTO. Predict which catalyst facilitates the given reaction. Reactant: [CH2:1]([N:3]([CH2:12][CH3:13])[C:4]([CH:6]1[CH2:11][CH2:10][CH2:9][NH:8][CH2:7]1)=[O:5])[CH3:2].C(N(CC)C(C)C)(C)C.Cl[C:24]1[N:29]=[C:28]([O:30][C:31]2[CH:57]=[CH:56][CH:55]=[CH:54][C:32]=2[CH2:33][NH:34][C:35]([NH:37][C:38]2[N:42]([C:43]3[CH:48]=[CH:47][C:46]([CH3:49])=[CH:45][CH:44]=3)[N:41]=[C:40]([C:50]([CH3:53])([CH3:52])[CH3:51])[CH:39]=2)=[O:36])[CH:27]=[CH:26][N:25]=1.C(=O)(O)[O-].[Na+]. Product: [CH2:12]([N:3]([CH2:1][CH3:2])[C:4]([CH:6]1[CH2:11][CH2:10][CH2:9][N:8]([C:24]2[N:29]=[C:28]([O:30][C:31]3[CH:57]=[CH:56][CH:55]=[CH:54][C:32]=3[CH2:33][NH:34][C:35]([NH:37][C:38]3[N:42]([C:43]4[CH:48]=[CH:47][C:46]([CH3:49])=[CH:45][CH:44]=4)[N:41]=[C:40]([C:50]([CH3:52])([CH3:53])[CH3:51])[CH:39]=3)=[O:36])[CH:27]=[CH:26][N:25]=2)[CH2:7]1)=[O:5])[CH3:13]. The catalyst class is: 8.